From a dataset of Peptide-MHC class II binding affinity with 134,281 pairs from IEDB. Regression. Given a peptide amino acid sequence and an MHC pseudo amino acid sequence, predict their binding affinity value. This is MHC class II binding data. (1) The peptide sequence is AKAIITPVVFYRSGT. The MHC is DRB1_1201 with pseudo-sequence DRB1_1201. The binding affinity (normalized) is 0.610. (2) The MHC is H-2-IAb with pseudo-sequence H-2-IAb. The peptide sequence is RFFVWGDEVPLLTKF. The binding affinity (normalized) is 0.223.